This data is from Full USPTO retrosynthesis dataset with 1.9M reactions from patents (1976-2016). The task is: Predict the reactants needed to synthesize the given product. (1) Given the product [Cl:1][C:2]1[CH:23]=[C:22]([Cl:24])[CH:21]=[CH:20][C:3]=1[O:4][C:5]1[CH:19]=[CH:18][CH:17]=[CH:16][C:6]=1[C:7]([NH:9][CH:10]1[CH2:15][CH2:14][N:13]([S:33]([CH3:32])(=[O:35])=[O:34])[CH2:12][CH2:11]1)=[O:8], predict the reactants needed to synthesize it. The reactants are: [Cl:1][C:2]1[CH:23]=[C:22]([Cl:24])[CH:21]=[CH:20][C:3]=1[O:4][C:5]1[CH:19]=[CH:18][CH:17]=[CH:16][C:6]=1[C:7]([NH:9][CH:10]1[CH2:15][CH2:14][NH:13][CH2:12][CH2:11]1)=[O:8].C(N(CC)CC)C.[CH3:32][S:33](Cl)(=[O:35])=[O:34]. (2) The reactants are: [NH2:1][C:2]1[CH:7]=[CH:6][C:5]([CH2:8][CH2:9][C:10]2[N:11]=[C:12]([NH:26][C:27](=[O:29])[CH3:28])[S:13][C:14]=2[CH2:15][C:16]2[CH:21]=[CH:20][C:19]([S:22]([CH3:25])(=[O:24])=[O:23])=[CH:18][CH:17]=2)=[CH:4][CH:3]=1.[C:30]([O:34][C:35](O[C:35]([O:34][C:30]([CH3:33])([CH3:32])[CH3:31])=[O:36])=[O:36])([CH3:33])([CH3:32])[CH3:31]. Given the product [C:27]([NH:26][C:12]1[S:13][C:14]([CH2:15][C:16]2[CH:21]=[CH:20][C:19]([S:22]([CH3:25])(=[O:24])=[O:23])=[CH:18][CH:17]=2)=[C:10]([CH2:9][CH2:8][C:5]2[CH:4]=[CH:3][C:2]([NH:1][C:35](=[O:36])[O:34][C:30]([CH3:33])([CH3:32])[CH3:31])=[CH:7][CH:6]=2)[N:11]=1)(=[O:29])[CH3:28], predict the reactants needed to synthesize it. (3) Given the product [CH3:1][O:2][C:3]1[CH:4]=[C:5]2[C:10](=[CH:11][C:12]=1[O:13][CH3:14])[N:9]=[CH:8][N:7]=[C:6]2[O:15][C:16]1[CH:22]=[CH:21][C:19]([NH:20][C:36]([NH:54][CH2:53][CH2:52][CH2:51][N:48]2[CH2:47][CH2:46][N:45]([CH3:44])[CH2:50][CH2:49]2)=[O:42])=[C:18]([O:23][CH3:24])[CH:17]=1, predict the reactants needed to synthesize it. The reactants are: [CH3:1][O:2][C:3]1[CH:4]=[C:5]2[C:10](=[CH:11][C:12]=1[O:13][CH3:14])[N:9]=[CH:8][N:7]=[C:6]2[O:15][C:16]1[CH:22]=[CH:21][C:19]([NH2:20])=[C:18]([O:23][CH3:24])[CH:17]=1.C(N(CC)CC)C.ClC(Cl)(O[C:36](=[O:42])OC(Cl)(Cl)Cl)Cl.[CH3:44][N:45]1[CH2:50][CH2:49][N:48]([CH2:51][CH2:52][CH2:53][NH2:54])[CH2:47][CH2:46]1. (4) Given the product [Cl:1][C:2]1[CH:3]=[C:4]2[C:5]([C:8](=[O:11])[C:9]([CH3:10])=[C:34]([C:30]3[O:29][CH:33]=[CH:32][N:31]=3)[N:12]2[C:13]2[CH:14]=[CH:15][CH:16]=[CH:17][CH:18]=2)=[CH:6][CH:7]=1, predict the reactants needed to synthesize it. The reactants are: [Cl:1][C:2]1[CH:7]=[CH:6][C:5]([C:8](=[O:11])[CH2:9][CH3:10])=[C:4]([NH:12][C:13]2[CH:18]=[CH:17][CH:16]=[CH:15][CH:14]=2)[CH:3]=1.C[Si]([N-][Si](C)(C)C)(C)C.[Na+].[O:29]1[CH:33]=[CH:32][N:31]=[C:30]1[C:34](Cl)=O.